From a dataset of Reaction yield outcomes from USPTO patents with 853,638 reactions. Predict the reaction yield, written as a fraction of the theoretical maximum amount of product (1.0 means a 100% yield; for example, 0.34 means a 34% yield). The reactants are Br[C:2]1[CH:3]=[CH:4][C:5]([C:8]([OH:11])([CH3:10])[CH3:9])=[N:6][CH:7]=1.[CH3:12][Sn:13]([CH3:19])([CH3:18])[Sn:13]([CH3:19])([CH3:18])[CH3:12]. The catalyst is C1(C)C=CC=CC=1.C1C=CC([P]([Pd]([P](C2C=CC=CC=2)(C2C=CC=CC=2)C2C=CC=CC=2)([P](C2C=CC=CC=2)(C2C=CC=CC=2)C2C=CC=CC=2)[P](C2C=CC=CC=2)(C2C=CC=CC=2)C2C=CC=CC=2)(C2C=CC=CC=2)C2C=CC=CC=2)=CC=1. The product is [CH3:12][Sn:13]([CH3:19])([CH3:18])[C:2]1[CH:3]=[CH:4][C:5]([C:8]([OH:11])([CH3:10])[CH3:9])=[N:6][CH:7]=1. The yield is 0.700.